This data is from Forward reaction prediction with 1.9M reactions from USPTO patents (1976-2016). The task is: Predict the product of the given reaction. (1) Given the reactants [H-].[Na+].[S:3]1[CH:7]=[CH:6][N:5]=[C:4]1[C:8]1([OH:12])[CH2:11][CH2:10][CH2:9]1.Cl[CH2:14][O:15][CH3:16], predict the reaction product. The product is: [CH3:14][O:15][CH2:16][O:12][C:8]1([C:4]2[S:3][CH:7]=[CH:6][N:5]=2)[CH2:11][CH2:10][CH2:9]1. (2) Given the reactants [S:1]1[C:5]([C:6]([OH:8])=O)=[CH:4][C:3]2[CH:9]3[CH2:13][CH:12]([C:2]1=2)[CH2:11][CH2:10]3.[NH2:14][C:15]1[C:16]([CH3:45])=[C:17]([C:21]2[N:22]=[C:23]([NH:29][C:30]3[CH:35]=[CH:34][C:33]([CH:36]4[C:41](=[O:42])[N:40]([CH3:43])[CH2:39][CH2:38][N:37]4[CH3:44])=[CH:32][CH:31]=3)[C:24](=[O:28])[N:25]([CH3:27])[CH:26]=2)[CH:18]=[CH:19][CH:20]=1.C(N(CC)C(C)C)(C)C.F[P-](F)(F)(F)(F)F.N1(O[P+](N(C)C)(N(C)C)N(C)C)C2C=CC=CC=2N=N1, predict the reaction product. The product is: [CH3:44][N:37]1[CH2:38][CH2:39][N:40]([CH3:43])[C:41](=[O:42])[CH:36]1[C:33]1[CH:34]=[CH:35][C:30]([NH:29][C:23]2[C:24](=[O:28])[N:25]([CH3:27])[CH:26]=[C:21]([C:17]3[C:16]([CH3:45])=[C:15]([NH:14][C:6]([C:5]4[S:1][C:2]5[CH:12]6[CH2:13][CH:9]([C:3]=5[CH:4]=4)[CH2:10][CH2:11]6)=[O:8])[CH:20]=[CH:19][CH:18]=3)[N:22]=2)=[CH:31][CH:32]=1. (3) Given the reactants [C:1]([C:4]([C:15]([O:17][CH2:18][CH3:19])=[O:16])([CH2:10][CH2:11][C:12]([OH:14])=O)[CH2:5][CH2:6]C(O)=O)(=[O:3])[CH3:2].C([O-])(=O)C.[K+], predict the reaction product. The product is: [C:1]([C:4]1([C:15]([O:17][CH2:18][CH3:19])=[O:16])[CH2:5][CH2:6][C:12](=[O:14])[CH2:11][CH2:10]1)(=[O:3])[CH3:2].